This data is from Reaction yield outcomes from USPTO patents with 853,638 reactions. The task is: Predict the reaction yield, written as a fraction of the theoretical maximum amount of product (1.0 means a 100% yield; for example, 0.34 means a 34% yield). (1) The reactants are Br[C:2]1[C:12]2[O:11][CH2:10][CH2:9][N:8]([C:13]([O:15][C:16]([CH3:19])([CH3:18])[CH3:17])=[O:14])[CH2:7][C:6]=2[CH:5]=[CH:4][CH:3]=1.[O:20]1[CH2:24][C:23](=O)[N:22]=[C-:21]1.P([O-])([O-])([O-])=[O:27].[K+].[K+].[K+].[C@@H]1(N)CCCC[C@H]1N. The catalyst is C(OCC)(=O)C.O.O1CCOCC1.CN(C)C=O. The product is [O:27]=[C:21]1[N:22]([C:2]2[C:12]3[O:11][CH2:10][CH2:9][N:8]([C:13]([O:15][C:16]([CH3:19])([CH3:18])[CH3:17])=[O:14])[CH2:7][C:6]=3[CH:5]=[CH:4][CH:3]=2)[CH2:23][CH2:24][O:20]1. The yield is 0.689. (2) The reactants are [NH2:1][C:2]1[CH:10]=[C:9]2[C:5]([C:6](=CC3NC4CCN(CCN(CC)CC)C(=O)C=4C=3C)[C:7](=[O:11])[NH:8]2)=[CH:4][C:3]=1[F:31].[C:32](Cl)(=[O:34])[CH3:33]. The catalyst is O1CCCC1. The product is [F:31][C:3]1[CH:4]=[C:5]2[C:9](=[CH:10][C:2]=1[NH:1][C:32](=[O:34])[CH3:33])[NH:8][C:7](=[O:11])[CH2:6]2. The yield is 0.990. (3) The reactants are [CH2:1]([O:15][CH2:16][CH:17]([O:23][CH2:24][CH2:25][CH2:26][CH2:27][CH2:28][CH2:29][CH2:30][CH2:31][CH2:32][CH2:33][CH2:34][CH2:35][CH2:36][CH3:37])[CH2:18][O:19]CC=C)[CH2:2][CH2:3][CH2:4][CH2:5][CH2:6][CH2:7][CH2:8][CH2:9][CH2:10][CH2:11][CH2:12][CH2:13][CH3:14].FC(F)(F)C(O)=O. The catalyst is C(O)C.[Sn].C1C=CC([P]([Pd]([P](C2C=CC=CC=2)(C2C=CC=CC=2)C2C=CC=CC=2)([P](C2C=CC=CC=2)(C2C=CC=CC=2)C2C=CC=CC=2)[P](C2C=CC=CC=2)(C2C=CC=CC=2)C2C=CC=CC=2)(C2C=CC=CC=2)C2C=CC=CC=2)=CC=1. The product is [CH2:1]([O:15][CH2:16][CH:17]([O:23][CH2:24][CH2:25][CH2:26][CH2:27][CH2:28][CH2:29][CH2:30][CH2:31][CH2:32][CH2:33][CH2:34][CH2:35][CH2:36][CH3:37])[CH2:18][OH:19])[CH2:2][CH2:3][CH2:4][CH2:5][CH2:6][CH2:7][CH2:8][CH2:9][CH2:10][CH2:11][CH2:12][CH2:13][CH3:14]. The yield is 0.831. (4) The reactants are [NH2:1][C:2]1[S:3][C:4]2[CH:10]=[C:9]([C:11]#N)[CH:8]=[C:7]([Br:13])[C:5]=2[N:6]=1.S(=O)(=O)(O)[OH:15].[OH2:19]. The catalyst is C(O)(=O)C. The product is [NH2:1][C:2]1[S:3][C:4]2[CH:10]=[C:9]([C:11]([OH:15])=[O:19])[CH:8]=[C:7]([Br:13])[C:5]=2[N:6]=1. The yield is 0.710. (5) The reactants are Cl.[NH2:2][C:3]1[CH:4]=[C:5]([CH:9]=[CH:10][C:11]=1[CH3:12])[C:6]([OH:8])=[O:7].[N:13]([O-])=O.[Na+].C([O-])(=O)C.[Na+].[CH3:22][C:23]([SH:26])([CH3:25])[CH3:24]. The catalyst is O. The yield is 0.960. The product is [C:23]([S:26][N:13]=[N:2][C:3]1[CH:4]=[C:5]([CH:9]=[CH:10][C:11]=1[CH3:12])[C:6]([OH:8])=[O:7])([CH3:25])([CH3:24])[CH3:22]. (6) The reactants are [N+:1]([C:4]1[CH:19]=[CH:18][C:7]2[N:8]([C:11]([O:13][C:14]([CH3:17])([CH3:16])[CH3:15])=[O:12])[CH:9]=[N:10][C:6]=2[CH:5]=1)([O-:3])=[O:2].[CH3:20][CH2:21][Mg+].[Br-].C(C1C(=O)C(Cl)=C(Cl)C(=O)C=1C#N)#N. The catalyst is C1COCC1. The product is [CH2:20]([C:5]1[C:6]2[N:10]=[CH:9][N:8]([C:11]([O:13][C:14]([CH3:15])([CH3:16])[CH3:17])=[O:12])[C:7]=2[CH:18]=[CH:19][C:4]=1[N+:1]([O-:3])=[O:2])[CH3:21]. The yield is 0.120.